This data is from Reaction yield outcomes from USPTO patents with 853,638 reactions. The task is: Predict the reaction yield, written as a fraction of the theoretical maximum amount of product (1.0 means a 100% yield; for example, 0.34 means a 34% yield). (1) The reactants are CN1C=C(C2NC3=NC=CC(C4C=CC(C5(NC(C6OC(C(C)(C)C)=NN=6)=O)CC5)=CC=4)=C3N=2)C=N1.Br[C:38]1[CH:43]=[CH:42][N:41]=[C:40]2[NH:44][C:45]([C:47]3[CH:48]=[N:49][N:50]([CH3:52])[CH:51]=3)=[N:46][C:39]=12.[C:53]([C:57]1[CH:58]=[C:59]2[C:64](=[CH:65][CH:66]=1)[C:63](=[O:67])[N:62]([CH2:68][C:69]1[CH:74]=[CH:73][C:72](B3OC(C)(C)C(C)(C)O3)=[CH:71][C:70]=1[F:84])[CH2:61][CH2:60]2)([CH3:56])([CH3:55])[CH3:54].P([O-])([O-])([O-])=O.[K+].[K+].[K+].C([O-])(=O)C.[Na+]. The catalyst is C(#N)C. The product is [C:53]([C:57]1[CH:58]=[C:59]2[C:64](=[CH:65][CH:66]=1)[C:63](=[O:67])[N:62]([CH2:68][C:69]1[CH:74]=[CH:73][C:72]([C:38]3[CH:43]=[CH:42][N:41]=[C:40]4[NH:44][C:45]([C:47]5[CH:48]=[N:49][N:50]([CH3:52])[CH:51]=5)=[N:46][C:39]=34)=[CH:71][C:70]=1[F:84])[CH2:61][CH2:60]2)([CH3:56])([CH3:54])[CH3:55]. The yield is 0.410. (2) The reactants are [Br:1][C:2]1[CH:3]=[C:4]2[C:8](=[CH:9][CH:10]=1)[NH:7][CH:6]=[C:5]2/[C:11](/[C:23]#[N:24])=[CH:12]/[C:13]1[CH:14]=[C:15]([CH:18]=[CH:19][C:20]=1[O:21][CH3:22])[C:16]#[N:17].[O:25]=[C:26]1[NH:30][CH:29]([C:31](O)=[O:32])[CH2:28][CH2:27]1.F[P-](F)(F)(F)(F)F.N1(O[P+](N(C)C)(N(C)C)N(C)C)C2C=CC=CC=2N=N1. The catalyst is CN(C=O)C.O. The product is [Br:1][C:2]1[CH:3]=[C:4]2[C:8](=[CH:9][CH:10]=1)[N:7]([C:31]([CH:29]1[CH2:28][CH2:27][C:26](=[O:25])[NH:30]1)=[O:32])[CH:6]=[C:5]2/[C:11](/[C:23]#[N:24])=[CH:12]/[C:13]1[CH:14]=[C:15]([CH:18]=[CH:19][C:20]=1[O:21][CH3:22])[C:16]#[N:17]. The yield is 0.600. (3) The reactants are Br[C:2]1[CH:3]=[C:4]([O:8][CH3:9])[CH:5]=[CH:6][CH:7]=1.[Li]CCCC.[CH2:15]([N:22]1[CH2:27][CH2:26][C:25](=[O:28])[CH2:24][CH2:23]1)[C:16]1[CH:21]=[CH:20][CH:19]=[CH:18][CH:17]=1. The catalyst is C1COCC1. The product is [CH2:15]([N:22]1[CH2:27][CH2:26][C:25]([C:2]2[CH:7]=[CH:6][CH:5]=[C:4]([O:8][CH3:9])[CH:3]=2)([OH:28])[CH2:24][CH2:23]1)[C:16]1[CH:17]=[CH:18][CH:19]=[CH:20][CH:21]=1. The yield is 0.950. (4) The reactants are [O:1]=[C:2]1[CH2:7][NH:6][CH2:5][CH2:4][N:3]1[C:8]1[CH:13]=[CH:12][C:11]([S:14]([NH:17][C:18]2[S:19][CH:20]=[CH:21][N:22]=2)(=[O:16])=[O:15])=[CH:10][CH:9]=1.[Cl:23][C:24]1[CH:25]=[C:26]2[C:30](=[CH:31][CH:32]=1)[N:29]([CH:33]([CH3:37])[C:34](O)=[O:35])[C:28]([CH3:38])=[CH:27]2.CN(C(ON1N=NC2C=CC=NC1=2)=[N+](C)C)C.F[P-](F)(F)(F)(F)F.C(=O)(O)[O-].[Na+]. The catalyst is CN(C=O)C. The product is [Cl:23][C:24]1[CH:25]=[C:26]2[C:30](=[CH:31][CH:32]=1)[N:29]([CH:33]([CH3:37])[C:34]([N:6]1[CH2:5][CH2:4][N:3]([C:8]3[CH:9]=[CH:10][C:11]([S:14]([NH:17][C:18]4[S:19][CH:20]=[CH:21][N:22]=4)(=[O:16])=[O:15])=[CH:12][CH:13]=3)[C:2](=[O:1])[CH2:7]1)=[O:35])[C:28]([CH3:38])=[CH:27]2. The yield is 0.320. (5) The reactants are [CH2:1]([O:8][C:9](=[O:33])[N:10]([CH2:30][CH:31]=[CH2:32])[C:11]1[C:16](=[O:17])[N:15]2[C@H:18]([C:21](=[O:29])[NH:22][C:23]3[CH:28]=[CH:27][CH:26]=[CH:25][CH:24]=3)[CH2:19][CH2:20][C:14]2=[N:13][CH:12]=1)[C:2]1[CH:7]=[CH:6][CH:5]=[CH:4][CH:3]=1.[Li+].C[Si]([N-][Si](C)(C)C)(C)C.[CH2:44](I)[CH3:45].[CH2:47]1COC[CH2:48]1. No catalyst specified. The product is [CH2:1]([O:8][C:9](=[O:33])[N:10]([CH2:30][CH:31]=[CH2:32])[C:11]1[C:16](=[O:17])[N:15]2[C@H:18]([C:21](=[O:29])[NH:22][C:23]3[CH:28]=[CH:27][CH:26]=[CH:25][CH:24]=3)[CH2:19][C:20]([CH2:44][CH3:45])([CH2:47][CH3:48])[C:14]2=[N:13][CH:12]=1)[C:2]1[CH:7]=[CH:6][CH:5]=[CH:4][CH:3]=1. The yield is 0.720. (6) The product is [ClH:26].[F:15][C:12]([F:13])([F:14])[C:10]1[C:11]2[C:2](=[O:1])[NH:3][C@H:4]3[CH2:18][NH:17][CH2:16][C@@H:5]3[C:6]=2[CH:7]=[CH:8][CH:9]=1. The reactants are [O:1]=[C:2]1[C:11]2[C:10]([C:12]([F:15])([F:14])[F:13])=[CH:9][CH:8]=[CH:7][C:6]=2[C@H:5]2[CH2:16][N:17](C(OC(C)(C)C)=O)[CH2:18][C@@H:4]2[NH:3]1.[ClH:26]. The yield is 0.610. The catalyst is O1CCOCC1. (7) The reactants are [Cl-].O[NH3+:3].[C:4](=[O:7])([O-])[OH:5].[Na+].CS(C)=O.[OH:13][C:14]([CH3:54])([CH3:53])[CH:15]([CH3:52])[O:16][C@H:17]1[CH2:22][CH2:21][C@H:20]([N:23]2[C:28](=[O:29])[C:27]([CH2:30][C:31]3[CH:36]=[CH:35][C:34]([C:37]4[C:38]([C:43]#[N:44])=[CH:39][CH:40]=[CH:41][CH:42]=4)=[CH:33][CH:32]=3)=[C:26]([CH2:45][CH2:46][CH3:47])[N:25]3[N:48]=[C:49]([CH3:51])[N:50]=[C:24]23)[CH2:19][CH2:18]1. The catalyst is O.C(OCC)(=O)C. The product is [OH:13][C:14]([CH3:53])([CH3:54])[CH:15]([CH3:52])[O:16][C@H:17]1[CH2:22][CH2:21][C@H:20]([N:23]2[C:28](=[O:29])[C:27]([CH2:30][C:31]3[CH:36]=[CH:35][C:34]([C:37]4[CH:42]=[CH:41][CH:40]=[CH:39][C:38]=4[C:43]4[NH:3][C:4](=[O:7])[O:5][N:44]=4)=[CH:33][CH:32]=3)=[C:26]([CH2:45][CH2:46][CH3:47])[N:25]3[N:48]=[C:49]([CH3:51])[N:50]=[C:24]23)[CH2:19][CH2:18]1. The yield is 0.500.